Dataset: Forward reaction prediction with 1.9M reactions from USPTO patents (1976-2016). Task: Predict the product of the given reaction. (1) Given the reactants [O:1]=[C:2]1[N:8]([CH:9]2[CH2:14][CH2:13][N:12]([C:15]([O:17][C@@H:18]([C:31]([O:33][CH3:34])=[O:32])[CH2:19][C:20]3[CH:25]=[C:24]([N+:26]([O-])=O)[C:23]([NH2:29])=[C:22]([CH3:30])[CH:21]=3)=[O:16])[CH2:11][CH2:10]2)[CH2:7][CH2:6][C:5]2[CH:35]=[CH:36][CH:37]=[CH:38][C:4]=2[NH:3]1.[H][H], predict the reaction product. The product is: [O:1]=[C:2]1[N:8]([CH:9]2[CH2:10][CH2:11][N:12]([C:15]([O:17][C@@H:18]([C:31]([O:33][CH3:34])=[O:32])[CH2:19][C:20]3[CH:21]=[C:22]([CH3:30])[C:23]([NH2:29])=[C:24]([NH2:26])[CH:25]=3)=[O:16])[CH2:13][CH2:14]2)[CH2:7][CH2:6][C:5]2[CH:35]=[CH:36][CH:37]=[CH:38][C:4]=2[NH:3]1. (2) Given the reactants [CH:1]1[C:2]([C:23]([F:26])([F:25])[F:24])=[CH:3][C:4]([Cl:22])=[C:5]([N:8]2[N:12]=[C:11]([C:13]#[N:14])[C:10]([S+:15]([O-:20])[C:16]([F:19])([F:18])[F:17])=[C:9]2[NH2:21])[C:6]=1[Cl:7].[CH:27](OCC)(OCC)[O:28][CH2:29][CH3:30], predict the reaction product. The product is: [C:13]([C:11]1[C:10]([S:15]([C:16]([F:19])([F:17])[F:18])=[O:20])=[C:9]([N:21]=[CH:27][O:28][CH2:29][CH3:30])[N:8]([C:5]2[C:4]([Cl:22])=[CH:3][C:2]([C:23]([F:24])([F:26])[F:25])=[CH:1][C:6]=2[Cl:7])[N:12]=1)#[N:14]. (3) Given the reactants [Cl:1][C:2]1[CH:7]=[CH:6][C:5]([CH2:8]Cl)=[CH:4][N:3]=1.[CH3:10][O:11][CH2:12][C:13]1[CH:18]=[CH:17][C:16]([C:19]2[N:23]=[C:22]([C:24]3[CH:28]=[C:27]([CH3:29])[NH:26][N:25]=3)[O:21][N:20]=2)=[CH:15][CH:14]=1, predict the reaction product. The product is: [Cl:1][C:2]1[CH:7]=[CH:6][C:5]([CH2:8][N:26]2[C:27]([CH3:29])=[CH:28][C:24]([C:22]3[O:21][N:20]=[C:19]([C:16]4[CH:17]=[CH:18][C:13]([CH2:12][O:11][CH3:10])=[CH:14][CH:15]=4)[N:23]=3)=[N:25]2)=[CH:4][N:3]=1. (4) Given the reactants [NH2:1][C:2]1[C:11]2[C:6](=[C:7](Br)[CH:8]=[CH:9][CH:10]=2)[N:5]=[N:4][C:3]=1[C:13]([NH:15][CH:16]1[CH2:18][CH2:17]1)=[O:14].[CH3:19][O:20][C:21]1[C:26](B(O)O)=[CH:25][CH:24]=[C:23]([O:30][CH3:31])[N:22]=1, predict the reaction product. The product is: [NH2:1][C:2]1[C:11]2[C:6](=[C:7]([C:26]3[C:21]([O:20][CH3:19])=[N:22][C:23]([O:30][CH3:31])=[CH:24][CH:25]=3)[CH:8]=[CH:9][CH:10]=2)[N:5]=[N:4][C:3]=1[C:13]([NH:15][CH:16]1[CH2:18][CH2:17]1)=[O:14]. (5) Given the reactants [C:1]([OH:12])(=[O:11])[CH:2]=[CH:3][CH2:4][CH2:5][CH2:6][CH2:7][CH2:8][CH2:9][CH3:10].[CH2:13]=[CH:14][CH2:15][CH2:16][CH2:17][CH2:18][CH2:19][CH2:20]CC, predict the reaction product. The product is: [C:1]([OH:12])(=[O:11])[CH2:2][CH2:3][CH2:4][CH2:5][CH2:6][CH2:7][CH2:8]/[CH:9]=[CH:10]\[CH2:13][CH2:14][CH2:15][CH2:16][CH2:17][CH2:18][CH2:19][CH3:20]. (6) Given the reactants [CH:1]([C:4]1[CH2:5][CH2:6][C:7](=[O:10])[NH:8][N:9]=1)([CH3:3])[CH3:2].BrBr, predict the reaction product. The product is: [CH:1]([C:4]1[CH:5]=[CH:6][C:7](=[O:10])[NH:8][N:9]=1)([CH3:3])[CH3:2]. (7) Given the reactants [F:1][C:2]([F:12])([F:11])[C:3]1[O:4][CH:5]=[CH:6][C:7]=1[C:8]([OH:10])=O.[CH:13]1([CH2:16][CH2:17][NH:18][C:19]([C:21]2[N:22]=[N:23][C:24]([N:27]3[CH2:32][CH2:31][NH:30][CH2:29][CH2:28]3)=[CH:25][CH:26]=2)=[O:20])[CH2:15][CH2:14]1, predict the reaction product. The product is: [CH:13]1([CH2:16][CH2:17][NH:18][C:19]([C:21]2[N:22]=[N:23][C:24]([N:27]3[CH2:32][CH2:31][N:30]([C:8]([C:7]4[CH:6]=[CH:5][O:4][C:3]=4[C:2]([F:1])([F:12])[F:11])=[O:10])[CH2:29][CH2:28]3)=[CH:25][CH:26]=2)=[O:20])[CH2:15][CH2:14]1. (8) Given the reactants [CH:1]1([O:6][C:7](=[O:33])[C@@H:8]([N:15]([CH2:23][C:24]2[CH:29]=[CH:28][CH:27]=[C:26]([N+:30]([O-])=O)[CH:25]=2)[C:16]([O:18][C:19]([CH3:22])([CH3:21])[CH3:20])=[O:17])[C:9]2[CH:14]=[CH:13][CH:12]=[CH:11][CH:10]=2)[CH2:5][CH2:4][CH2:3][CH2:2]1, predict the reaction product. The product is: [CH:1]1([O:6][C:7](=[O:33])[C@@H:8]([N:15]([CH2:23][C:24]2[CH:29]=[CH:28][CH:27]=[C:26]([NH2:30])[CH:25]=2)[C:16]([O:18][C:19]([CH3:22])([CH3:21])[CH3:20])=[O:17])[C:9]2[CH:14]=[CH:13][CH:12]=[CH:11][CH:10]=2)[CH2:5][CH2:4][CH2:3][CH2:2]1. (9) Given the reactants N#N.[NH:3]1[C:7]2[CH:8]=[CH:9][CH:10]=[CH:11][C:6]=2[N:5]=[C:4]1[CH:12]([C:21]1([C:24]2[CH:29]=[CH:28][C:27]([O:30][CH3:31])=[CH:26][CH:25]=2)[CH2:23][CH2:22]1)[NH:13]CC1C=CC=CC=1, predict the reaction product. The product is: [NH:3]1[C:7]2[CH:8]=[CH:9][CH:10]=[CH:11][C:6]=2[N:5]=[C:4]1[CH:12]([C:21]1([C:24]2[CH:29]=[CH:28][C:27]([O:30][CH3:31])=[CH:26][CH:25]=2)[CH2:22][CH2:23]1)[NH2:13].